The task is: Regression. Given a peptide amino acid sequence and an MHC pseudo amino acid sequence, predict their binding affinity value. This is MHC class I binding data.. This data is from Peptide-MHC class I binding affinity with 185,985 pairs from IEDB/IMGT. The MHC is HLA-B58:01 with pseudo-sequence HLA-B58:01. The peptide sequence is HQAIISDVL. The binding affinity (normalized) is 0.0847.